The task is: Predict the product of the given reaction.. This data is from Forward reaction prediction with 1.9M reactions from USPTO patents (1976-2016). Given the reactants [F:1][C:2]([F:15])([F:14])[S:3]([O:6]S(C(F)(F)F)(=O)=O)(=[O:5])=[O:4].[Cl:16][C:17]1[CH:22]=[CH:21][C:20]([C:23]2[C:32](=[O:33])[C:31]3[C:26](=[C:27]([O:35][CH3:36])[C:28]([O-])=[CH:29][CH:30]=3)[O:25][C:24]=2[CH:37]([CH3:39])[CH3:38])=[CH:19][CH:18]=1.[Na+].ClC1C=CC(C2C(=O)C3C(=C(OC)C(O)=CC=3)OC=2C(C)C)=CC=1.[H-].[Na+].N1C=CC=CC=1, predict the reaction product. The product is: [Cl:16][C:17]1[CH:18]=[CH:19][C:20]([C:23]2[C:32](=[O:33])[C:31]3[C:26](=[C:27]([O:35][CH3:36])[C:28]([O:6][S:3]([C:2]([F:15])([F:14])[F:1])(=[O:5])=[O:4])=[CH:29][CH:30]=3)[O:25][C:24]=2[CH:37]([CH3:39])[CH3:38])=[CH:21][CH:22]=1.